Predict which catalyst facilitates the given reaction. From a dataset of Catalyst prediction with 721,799 reactions and 888 catalyst types from USPTO. (1) Reactant: O[CH2:2][CH2:3][CH2:4][C@H:5]1[CH2:9][O:8][C:7]([CH3:11])([CH3:10])[N:6]1[C:12]([O:14][C:15]([CH3:18])([CH3:17])[CH3:16])=[O:13].COCCN(S(F)(F)[F:29])CCOC.C(=O)([O-])O.[Na+]. Product: [F:29][CH2:2][CH2:3][CH2:4][C@H:5]1[CH2:9][O:8][C:7]([CH3:11])([CH3:10])[N:6]1[C:12]([O:14][C:15]([CH3:18])([CH3:17])[CH3:16])=[O:13]. The catalyst class is: 22. (2) Reactant: [F:1][C:2]1[CH:3]=[C:4]([NH:21][C:22](=[O:34])[CH2:23][C:24]([NH:26][C:27]2[CH:32]=[CH:31][C:30]([F:33])=[CH:29][CH:28]=2)=[O:25])[CH:5]=[CH:6][C:7]=1[O:8][C:9]1[C:14]2=[C:15]([CH3:20])[C:16]([CH2:18][OH:19])=[CH:17][N:13]2[N:12]=[CH:11][N:10]=1.CC(OI1(OC(C)=O)(OC(C)=O)OC(=O)C2C=CC=CC1=2)=O. Product: [F:1][C:2]1[CH:3]=[C:4]([NH:21][C:22](=[O:34])[CH2:23][C:24]([NH:26][C:27]2[CH:28]=[CH:29][C:30]([F:33])=[CH:31][CH:32]=2)=[O:25])[CH:5]=[CH:6][C:7]=1[O:8][C:9]1[C:14]2=[C:15]([CH3:20])[C:16]([CH:18]=[O:19])=[CH:17][N:13]2[N:12]=[CH:11][N:10]=1. The catalyst class is: 1. (3) Reactant: [CH3:1][O:2][C:3](=[O:16])[C:4]1[CH:9]=[C:8](I)[C:7]([C:11]([F:14])([F:13])[F:12])=[CH:6][C:5]=1[NH2:15].[CH2:17]([Sn](CCCC)(CCCC)C#C)[CH2:18]CC. Product: [CH3:1][O:2][C:3](=[O:16])[C:4]1[CH:9]=[C:8]([C:17]#[CH:18])[C:7]([C:11]([F:14])([F:13])[F:12])=[CH:6][C:5]=1[NH2:15]. The catalyst class is: 77. (4) Reactant: [CH2:1]([O:3][C:4]1[CH:5]=[C:6]([CH:10]=[CH:11][C:12]=1[O:13][CH2:14][CH3:15])[C:7]([OH:9])=O)[CH3:2].O[NH:17][C:18]([C:20]1[CH:21]=[C:22]2[C:26](=[CH:27][CH:28]=1)[CH2:25][N:24]([C:29]([O:31][C:32]([CH3:35])([CH3:34])[CH3:33])=[O:30])[CH2:23]2)=[NH:19].C(Cl)CCl. Product: [CH2:1]([O:3][C:4]1[CH:5]=[C:6]([C:7]2[O:9][N:17]=[C:18]([C:20]3[CH:21]=[C:22]4[C:26](=[CH:27][CH:28]=3)[CH2:25][N:24]([C:29]([O:31][C:32]([CH3:35])([CH3:34])[CH3:33])=[O:30])[CH2:23]4)[N:19]=2)[CH:10]=[CH:11][C:12]=1[O:13][CH2:14][CH3:15])[CH3:2]. The catalyst class is: 31. (5) Reactant: [Br:1][C:2]1[C:14]([CH3:15])=[CH:13][C:5]([C:6]([N:8]=[CH:9][N:10](C)C)=O)=[C:4]([F:16])[CH:3]=1.O.[NH2:18]N. Product: [Br:1][C:2]1[C:14]([CH3:15])=[CH:13][C:5]([C:6]2[N:8]=[CH:9][NH:10][N:18]=2)=[C:4]([F:16])[CH:3]=1. The catalyst class is: 15. (6) Reactant: [C:1]([O:9][CH2:10][CH2:11][C:12]([CH3:23])([CH3:22])[CH2:13][O:14][Si](C)(C)C(C)(C)C)(=[O:8])[C:2]1[CH:7]=[CH:6][CH:5]=[CH:4][CH:3]=1.F.F.F.C(N(CC)CC)C. Product: [C:1]([O:9][CH2:10][CH2:11][C:12]([CH3:23])([CH3:22])[CH2:13][OH:14])(=[O:8])[C:2]1[CH:7]=[CH:6][CH:5]=[CH:4][CH:3]=1. The catalyst class is: 7. (7) Reactant: [CH3:1][C:2]([CH3:33])=[CH:3][CH2:4][C@H:5]1[O:7][C@@:6]1([C@@H:9]1[C@:14]2([O:16][CH2:15]2)[CH2:13][CH2:12][C@@H:11]([O:17]C(/C=C/C=C/C=C/C=C/C(O)=O)=O)[C@H:10]1[O:31][CH3:32])[CH3:8].[OH-].[Na+]. Product: [CH3:1][C:2]([CH3:33])=[CH:3][CH2:4][C@H:5]1[O:7][C@@:6]1([C@@H:9]1[C@:14]2([O:16][CH2:15]2)[CH2:13][CH2:12][C@@H:11]([OH:17])[C@H:10]1[O:31][CH3:32])[CH3:8]. The catalyst class is: 28. (8) Reactant: [Cl:1][C:2]1[CH:3]=[C:4]([CH:18]=[CH:19][C:20]=1[Cl:21])[CH2:5][C:6]1[CH:7]=[N:8][C:9]2[N:10]([N:12]=[CH:13][C:14]=2[C:15]([OH:17])=O)[CH:11]=1.CN(C(ON1N=NC2C=CC=CC1=2)=[N+](C)C)C.[B-](F)(F)(F)F.C(N(CC)CC)C.C([O-])(=O)C.[CH3:55][N:56]([CH3:61])[C:57](=[O:60])[CH2:58][NH3+:59]. Product: [Cl:1][C:2]1[CH:3]=[C:4]([CH:18]=[CH:19][C:20]=1[Cl:21])[CH2:5][C:6]1[CH:7]=[N:8][C:9]2[N:10]([N:12]=[CH:13][C:14]=2[C:15]([NH:59][CH2:58][C:57]([N:56]([CH3:61])[CH3:55])=[O:60])=[O:17])[CH:11]=1. The catalyst class is: 3. (9) Reactant: ClC(Cl)(Cl)C([N:5]1[CH2:10][CH2:9][N:8]([C:11]2[CH:16]=[C:15]([S:17]([N:20]3[C:28]4[C:23](=[CH:24][CH:25]=[C:26]([Cl:29])[CH:27]=4)[C:22]([CH:30]([F:32])[F:31])=[CH:21]3)(=[O:19])=[O:18])[CH:14]=[CH:13][C:12]=2[O:33][CH2:34][C:35]([F:38])([F:37])[F:36])[CH2:7][CH2:6]1)=O.[OH-].[K+]. Product: [Cl:29][C:26]1[CH:27]=[C:28]2[C:23]([C:22]([CH:30]([F:31])[F:32])=[CH:21][N:20]2[S:17]([C:15]2[CH:14]=[CH:13][C:12]([O:33][CH2:34][C:35]([F:38])([F:36])[F:37])=[C:11]([N:8]3[CH2:9][CH2:10][NH:5][CH2:6][CH2:7]3)[CH:16]=2)(=[O:18])=[O:19])=[CH:24][CH:25]=1. The catalyst class is: 1. (10) Reactant: [CH3:1][C:2]1([CH3:22])[O:6][CH:5]([CH2:7][O:8][C:9]2[CH:14]=[CH:13][C:12]([N+:15]([O-])=O)=[C:11]([C:18]([F:21])([F:20])[F:19])[CH:10]=2)[CH2:4][O:3]1. Product: [CH3:1][C:2]1([CH3:22])[O:6][CH:5]([CH2:7][O:8][C:9]2[CH:14]=[CH:13][C:12]([NH2:15])=[C:11]([C:18]([F:21])([F:19])[F:20])[CH:10]=2)[CH2:4][O:3]1. The catalyst class is: 481.